Dataset: Full USPTO retrosynthesis dataset with 1.9M reactions from patents (1976-2016). Task: Predict the reactants needed to synthesize the given product. (1) Given the product [CH2:7]([S:8]([NH:13][CH2:14][CH2:15][C:16]1[CH:17]=[CH:18][C:19]([O:20][CH2:21][C:22]2[CH:31]=[CH:30][CH:29]=[CH:28][C:23]=2[C:24]([O:26][CH3:27])=[O:25])=[CH:32][CH:33]=1)(=[O:10])=[O:9])[C:1]1[CH:6]=[CH:5][CH:4]=[CH:3][CH:2]=1, predict the reactants needed to synthesize it. The reactants are: [C:1]1([CH2:7][S:8](Cl)(=[O:10])=[O:9])[CH:6]=[CH:5][CH:4]=[CH:3][CH:2]=1.Cl.[NH2:13][CH2:14][CH2:15][C:16]1[CH:33]=[CH:32][C:19]([O:20][CH2:21][C:22]2[CH:31]=[CH:30][CH:29]=[CH:28][C:23]=2[C:24]([O:26][CH3:27])=[O:25])=[CH:18][CH:17]=1.CCN(C(C)C)C(C)C. (2) Given the product [F:1][C:2]1[CH:9]=[CH:8][CH:7]=[CH:6][C:3]=1[CH2:4][NH:10][C:11]1[CH:12]=[C:13]2[C:17]3=[C:18]([CH2:20][O:21][CH2:22][CH2:23][N:16]3[C@H:15]3[CH2:24][CH2:25][NH:26][CH2:27][C@@H:14]23)[CH:19]=1, predict the reactants needed to synthesize it. The reactants are: [F:1][C:2]1[CH:9]=[CH:8][CH:7]=[CH:6][C:3]=1[CH:4]=O.[NH2:10][C:11]1[CH:12]=[C:13]2[C:17]3=[C:18]([CH2:20][O:21][CH2:22][CH2:23][N:16]3[C@H:15]3[CH2:24][CH2:25][N:26](C(OC(C)(C)C)=O)[CH2:27][C@@H:14]23)[CH:19]=1. (3) The reactants are: Br[CH:2]([CH2:8][CH2:9][CH:10](Br)[C:11]([O:13][CH2:14][CH3:15])=[O:12])[C:3]([O:5][CH2:6][CH3:7])=[O:4].[CH3:17][O:18][C:19]1[CH:25]=[CH:24][CH:23]=[CH:22][C:20]=1[NH2:21]. Given the product [CH3:17][O:18][C:19]1[CH:25]=[CH:24][CH:23]=[CH:22][C:20]=1[N:21]1[C@H:2]([C:3]([O:5][CH2:6][CH3:7])=[O:4])[CH2:8][CH2:9][C@@H:10]1[C:11]([O:13][CH2:14][CH3:15])=[O:12], predict the reactants needed to synthesize it. (4) Given the product [BH:35]1[CH:40]2[CH2:41][CH2:42][CH2:43][CH:36]1[CH2:37][CH2:38][CH2:39]2.[NH2:44][C@H:45]([C:51]([OH:53])=[O:52])[CH2:46][CH2:47][CH2:48][CH2:49][NH2:50].[CH2:13]([N:12]([CH2:24][C:25]([OH:27])=[O:26])[CH2:1][CH2:2][N:3]([CH2:4][C:5]([OH:7])=[O:6])[CH2:8][C:9]([OH:11])=[O:10])[CH2:14][N:15]([CH2:20][C:21]([OH:23])=[O:22])[CH2:16][C:17]([OH:19])=[O:18], predict the reactants needed to synthesize it. The reactants are: [CH2:1]([N:12]([CH2:24][C:25]([OH:27])=[O:26])[CH2:13][CH2:14][N:15]([CH2:20][C:21]([OH:23])=[O:22])[CH2:16][C:17]([OH:19])=[O:18])[CH2:2][N:3]([CH2:8][C:9]([OH:11])=[O:10])[CH2:4][C:5]([OH:7])=[O:6].C(N(CC)CC)C.[BH:35]1[CH:40]2[CH2:41][CH2:42][CH2:43][CH:36]1[CH2:37][CH2:38][CH2:39]2.[NH2:44][C@H:45]([C:51]([OH:53])=[O:52])[CH2:46][CH2:47][CH2:48][CH2:49][NH2:50]. (5) Given the product [Cl:18][C:17]1[C:8]([CH2:7][N:4]2[CH2:5][CH2:6][C@@H:2]([NH:1][C:41]([NH2:39])=[O:42])[CH2:3]2)=[C:9]([C:34]([F:35])([F:36])[F:37])[CH:10]=[C:11]2[C:16]=1[NH:15][C:14](=[O:19])[N:13]([CH2:20][C:21]1[CH:26]=[C:25]([Cl:27])[CH:24]=[CH:23][C:22]=1[S:28]([CH2:31][CH3:32])(=[O:30])=[O:29])[C:12]2=[O:33], predict the reactants needed to synthesize it. The reactants are: [NH2:1][C@@H:2]1[CH2:6][CH2:5][N:4]([CH2:7][C:8]2[C:17]([Cl:18])=[C:16]3[C:11]([C:12](=[O:33])[N:13]([CH2:20][C:21]4[CH:26]=[C:25]([Cl:27])[CH:24]=[CH:23][C:22]=4[S:28]([CH2:31][CH3:32])(=[O:30])=[O:29])[C:14](=[O:19])[NH:15]3)=[CH:10][C:9]=2[C:34]([F:37])([F:36])[F:35])[CH2:3]1.C[N:39]([CH:41]=[O:42])C. (6) Given the product [N:20]1([C:26]([O:10][C:3]2[C:4]([CH:5]=[O:6])=[CH:7][CH:8]=[CH:9][C:2]=2[F:1])=[O:27])[CH2:25][CH2:24][O:23][CH2:22][CH2:21]1, predict the reactants needed to synthesize it. The reactants are: [F:1][C:2]1[C:3]([OH:10])=[C:4]([CH:7]=[CH:8][CH:9]=1)[CH:5]=[O:6].C(Cl)Cl.N1C=CC=CC=1.[N:20]1([C:26](Cl)=[O:27])[CH2:25][CH2:24][O:23][CH2:22][CH2:21]1. (7) Given the product [CH3:1][O:2][CH2:3][C@H:4]([CH3:54])[CH2:5][O:6][CH2:7][C:8]1[CH:13]=[CH:12][C:11]([C@@H:14]2[C@@H:19]([O:20][CH2:21][C:22]3[CH:23]=[CH:24][C:25]4[O:30][CH2:29][CH2:28][N:27]([CH2:31][CH2:32][CH2:33][O:34][CH3:35])[C:26]=4[CH:36]=3)[CH2:18][N:17]([S:37]([C:40]3[CH:45]=[CH:44][C:43]([CH3:46])=[CH:42][CH:41]=3)(=[O:38])=[O:39])[C@@H:16]([CH2:47][C:48]([CH3:53])([CH3:52])[C:49]([NH:56][CH3:55])=[O:51])[CH2:15]2)=[CH:10][CH:9]=1, predict the reactants needed to synthesize it. The reactants are: [CH3:1][O:2][CH2:3][C@H:4]([CH3:54])[CH2:5][O:6][CH2:7][C:8]1[CH:13]=[CH:12][C:11]([C@@H:14]2[C@@H:19]([O:20][CH2:21][C:22]3[CH:23]=[CH:24][C:25]4[O:30][CH2:29][CH2:28][N:27]([CH2:31][CH2:32][CH2:33][O:34][CH3:35])[C:26]=4[CH:36]=3)[CH2:18][N:17]([S:37]([C:40]3[CH:45]=[CH:44][C:43]([CH3:46])=[CH:42][CH:41]=3)(=[O:39])=[O:38])[C@@H:16]([CH2:47][C:48]([CH3:53])([CH3:52])[C:49]([OH:51])=O)[CH2:15]2)=[CH:10][CH:9]=1.[CH3:55][NH2:56]. (8) Given the product [CH3:21][N:2]([CH3:1])[C:3]([C:5]1[C:15]([CH2:16][CH2:30][C:29]([C:24]2[CH:25]=[CH:26][CH:27]=[CH:28][C:23]=2[Cl:22])=[O:37])=[C:14]([OH:20])[C:8]2[N:9]=[C:10]([CH3:13])[N:11]([CH3:12])[C:7]=2[CH:6]=1)=[O:4], predict the reactants needed to synthesize it. The reactants are: [CH3:1][N:2]([CH3:21])[C:3]([C:5]1[C:15]([CH2:16]N(C)C)=[C:14]([OH:20])[C:8]2[N:9]=[C:10]([CH3:13])[N:11]([CH3:12])[C:7]=2[CH:6]=1)=[O:4].[Cl:22][C:23]1[CH:28]=[CH:27][CH:26]=[CH:25][C:24]=1[C:29](N1CCCC1)=[CH2:30].C[O:37]CCOC.